From a dataset of Catalyst prediction with 721,799 reactions and 888 catalyst types from USPTO. Predict which catalyst facilitates the given reaction. (1) Reactant: [O:1]1[C:5]2([CH2:15][CH2:14][C:8]3([CH2:12][CH2:11][NH:10][C:9]3=[O:13])[CH2:7][CH2:6]2)OCC1.I[C:17]1[CH:22]=[CH:21][C:20]([C:23]([F:26])([F:25])[F:24])=[CH:19][CH:18]=1.CNCCNC.[O-]P([O-])([O-])=O.[K+].[K+].[K+].Cl. Product: [F:24][C:23]([F:26])([F:25])[C:20]1[CH:21]=[CH:22][C:17]([N:10]2[CH2:11][CH2:12][C:8]3([CH2:7][CH2:6][C:5](=[O:1])[CH2:15][CH2:14]3)[C:9]2=[O:13])=[CH:18][CH:19]=1. The catalyst class is: 3. (2) Reactant: [Na].Br[C:3]1[N:8]=[C:7]([NH2:9])[CH:6]=[CH:5][CH:4]=1.[C:10](OCC)(=[O:12])C. Product: [CH3:10][O:12][C:3]1[N:8]=[C:7]([NH2:9])[CH:6]=[CH:5][CH:4]=1. The catalyst class is: 5. (3) Reactant: [F:1][CH:2]([C:16]#[C:17][C:18]1[N:23]=[N:22][C:21]2[NH:24][C:25]([C:27]3[CH:32]=[CH:31][CH:30]=[CH:29][C:28]=3[F:33])=[CH:26][C:20]=2[CH:19]=1)[CH2:3][N:4]1[CH:8]=[C:7]([C:9]([O:11][C:12]([CH3:15])([CH3:14])[CH3:13])=[O:10])[N:6]=[N:5]1.CC1C=CC(S(NN)(=O)=O)=CC=1.C([O-])(=O)C.[Na+]. Product: [F:1][CH:2]([CH2:16][CH2:17][C:18]1[N:23]=[N:22][C:21]2[NH:24][C:25]([C:27]3[CH:32]=[CH:31][CH:30]=[CH:29][C:28]=3[F:33])=[CH:26][C:20]=2[CH:19]=1)[CH2:3][N:4]1[CH:8]=[C:7]([C:9]([O:11][C:12]([CH3:13])([CH3:14])[CH3:15])=[O:10])[N:6]=[N:5]1. The catalyst class is: 5. (4) Reactant: [NH:1]1[CH2:5][CH2:4][CH2:3][C:2]1=[O:6].[H-].[Na+].Br[CH2:10][C:11]1[CH:16]=[CH:15][CH:14]=[C:13]([F:17])[C:12]=1[F:18].O. Product: [F:18][C:12]1[C:13]([F:17])=[CH:14][CH:15]=[CH:16][C:11]=1[CH2:10][N:1]1[CH2:5][CH2:4][CH2:3][C:2]1=[O:6]. The catalyst class is: 9.